From a dataset of Full USPTO retrosynthesis dataset with 1.9M reactions from patents (1976-2016). Predict the reactants needed to synthesize the given product. (1) Given the product [Cl:1][C:2]1[CH:19]=[CH:18][C:5]2[C:6]([NH:9][C:10]3[CH:11]=[CH:12][C:13]([CH2:16][CH3:17])=[CH:14][CH:15]=3)=[N:7][O:8][C:4]=2[C:3]=1[C:20]([NH:53][C:51]1[CH:52]=[N:47][CH:48]=[N:49][CH:50]=1)=[O:21], predict the reactants needed to synthesize it. The reactants are: [Cl:1][C:2]1[CH:19]=[CH:18][C:5]2[C:6]([NH:9][C:10]3[CH:15]=[CH:14][C:13]([CH2:16][CH3:17])=[CH:12][CH:11]=3)=[N:7][O:8][C:4]=2[C:3]=1[C:20](O)=[O:21].CN(C(ON1N=NC2C=CC=NC1=2)=[N+](C)C)C.F[P-](F)(F)(F)(F)F.[N:47]1[CH:52]=[C:51]([NH2:53])[CH:50]=[N:49][CH:48]=1. (2) Given the product [CH3:41][N:24]([CH3:23])[CH2:25][CH2:26][CH2:27][N:28]([CH3:40])[C:29]1[CH:34]=[CH:33][C:32]([C:35]([F:38])([F:36])[F:37])=[CH:31][C:30]=1[NH:39][C:4](=[O:5])[C:3]1[CH:7]=[C:8]([O:11][C:12]2[C:17]([C:18]3[O:22][CH:21]=[N:20][CH:19]=3)=[CH:16][CH:15]=[CH:14][N:13]=2)[CH:9]=[CH:10][C:2]=1[F:1], predict the reactants needed to synthesize it. The reactants are: [F:1][C:2]1[CH:10]=[CH:9][C:8]([O:11][C:12]2[C:17]([C:18]3[O:22][CH:21]=[N:20][CH:19]=3)=[CH:16][CH:15]=[CH:14][N:13]=2)=[CH:7][C:3]=1[C:4](Cl)=[O:5].[CH3:23][N:24]([CH3:41])[CH2:25][CH2:26][CH2:27][N:28]([CH3:40])[C:29]1[C:30]([NH2:39])=[CH:31][C:32]([C:35]([F:38])([F:37])[F:36])=[CH:33][CH:34]=1.C1COCC1. (3) Given the product [NH2:1][C:2]1[N:10]=[C:9]([CH2:11][O:12][CH3:13])[CH:8]=[CH:7][C:3]=1[C:4]([NH:27][CH2:26][C:25]1[CH:24]=[CH:23][C:22]([O:21][CH2:20][C:15]2[CH:16]=[CH:17][CH:18]=[CH:19][N:14]=2)=[CH:29][CH:28]=1)=[O:6], predict the reactants needed to synthesize it. The reactants are: [NH2:1][C:2]1[N:10]=[C:9]([CH2:11][O:12][CH3:13])[CH:8]=[CH:7][C:3]=1[C:4]([OH:6])=O.[N:14]1[CH:19]=[CH:18][CH:17]=[CH:16][C:15]=1[CH2:20][O:21][C:22]1[CH:29]=[CH:28][C:25]([CH2:26][NH2:27])=[CH:24][CH:23]=1.F[P-](F)(F)(F)(F)F.N1(O[P+](N(C)C)(N(C)C)N(C)C)C2C=CC=CC=2N=N1.C(N(CC)CC)C. (4) Given the product [F:11][C:5]1[CH:6]=[C:7]([N+:8]([O-:10])=[O:9])[C:2]([NH:16][CH3:15])=[C:3]([N+:12]([O-:14])=[O:13])[CH:4]=1, predict the reactants needed to synthesize it. The reactants are: Cl[C:2]1[C:7]([N+:8]([O-:10])=[O:9])=[CH:6][C:5]([F:11])=[CH:4][C:3]=1[N+:12]([O-:14])=[O:13].[CH3:15][NH2:16]. (5) Given the product [NH2:1][C:2]1[N:7]=[C:6]([NH2:8])[C:5]([Cl:17])=[C:4]([F:9])[N:3]=1, predict the reactants needed to synthesize it. The reactants are: [NH2:1][C:2]1[N:7]=[C:6]([NH2:8])[CH:5]=[C:4]([F:9])[N:3]=1.C1C(=O)N([Cl:17])C(=O)C1. (6) Given the product [CH3:14][O:10][C:7]1[CH:8]=[CH:9][C:3]2[O:2][CH2:1][O:5][C:4]=2[CH:6]=1, predict the reactants needed to synthesize it. The reactants are: [CH2:1]1[O:5][C:4]2[CH:6]=[C:7]([OH:10])[CH:8]=[CH:9][C:3]=2[O:2]1.[H-].[Na+].I[CH3:14]. (7) Given the product [F:28][C:27]([F:29])([F:30])[C:26]([N:25]1[CH:20]2[CH2:21][CH2:22][CH:23]1[CH2:24][CH:18]([CH:6]1[C:5]3[CH:4]=[CH:3][C:2]([C:34]4[CH:33]=[N:32][CH:37]=[CH:36][CH:35]=4)=[CH:15][C:14]=3[O:13][C:12]3[C:7]1=[CH:8][CH:9]=[CH:10][C:11]=3[O:16][CH3:17])[CH2:19]2)=[O:31], predict the reactants needed to synthesize it. The reactants are: Br[C:2]1[CH:3]=[CH:4][C:5]2[CH:6]([CH:18]3[CH2:24][CH:23]4[N:25]([C:26](=[O:31])[C:27]([F:30])([F:29])[F:28])[CH:20]([CH2:21][CH2:22]4)[CH2:19]3)[C:7]3[C:12]([O:13][C:14]=2[CH:15]=1)=[C:11]([O:16][CH3:17])[CH:10]=[CH:9][CH:8]=3.[N:32]1[CH:37]=[CH:36][CH:35]=[C:34](B(O)O)[CH:33]=1.C(=O)([O-])[O-].[Na+].[Na+].O. (8) The reactants are: [CH:1]1([CH2:6][C@H:7]([CH2:23][OH:24])[C:8](N2[C@@H](CC3C=CC=CC=3)COC2=O)=[O:9])[CH2:5][CH2:4][CH2:3][CH2:2]1.[OH:25]O.O.[OH-].[Li+]. Given the product [CH:1]1([CH2:6][C@H:7]([CH2:23][OH:24])[C:8]([OH:9])=[O:25])[CH2:2][CH2:3][CH2:4][CH2:5]1, predict the reactants needed to synthesize it.